Predict the reaction yield, written as a fraction of the theoretical maximum amount of product (1.0 means a 100% yield; for example, 0.34 means a 34% yield). From a dataset of Reaction yield outcomes from USPTO patents with 853,638 reactions. The reactants are [C:1]([CH2:4][C@H:5]1[CH2:16][CH2:15][C:14]2[S:13][C:12]3[C:7](=[C:8]([NH:17][CH:18]4[CH2:23][CH2:22][CH:21]([NH:24][C:25](=O)OC(C)(C)C)[CH2:20][CH2:19]4)[N:9]=[CH:10][N:11]=3)[C:6]1=2)(=[O:3])[NH2:2].Cl.[BH3-][C:34]#N.[Na+]. The catalyst is ClCCl. The product is [CH3:34][N:24]([CH3:25])[CH:21]1[CH2:20][CH2:19][CH:18]([NH:17][C:8]2[N:9]=[CH:10][N:11]=[C:12]3[C:7]=2[C:6]2[C@@H:5]([CH2:4][C:1]([NH2:2])=[O:3])[CH2:16][CH2:15][C:14]=2[S:13]3)[CH2:23][CH2:22]1. The yield is 0.320.